Dataset: Forward reaction prediction with 1.9M reactions from USPTO patents (1976-2016). Task: Predict the product of the given reaction. (1) Given the reactants C[C@]1(NC2C=NC(C(F)(F)F)=CN=2)CCC[C@@H]1NC(C1C(C2N=CC=CN=2)=CC=CN=1)=O.[CH3:33][C@:34]1([NH:40][C:41]2[CH:46]=[N:45][C:44]([C:47]([F:50])([F:49])[F:48])=[CH:43][N:42]=2)[CH2:38][CH2:37][CH2:36][C@@H:35]1[NH2:39].[CH3:51][C:52]1[N:56]=[C:55]([C:57]2[CH:65]=[CH:64][CH:63]=[CH:62][C:58]=2[C:59](O)=[O:60])[O:54][N:53]=1, predict the reaction product. The product is: [CH3:51][C:52]1[N:56]=[C:55]([C:57]2[CH:65]=[CH:64][CH:63]=[CH:62][C:58]=2[C:59]([NH:39][C@H:35]2[CH2:36][CH2:37][CH2:38][C@:34]2([CH3:33])[NH:40][C:41]2[CH:46]=[N:45][C:44]([C:47]([F:50])([F:48])[F:49])=[CH:43][N:42]=2)=[O:60])[O:54][N:53]=1. (2) The product is: [Cl:20][C:21]1[CH:26]=[CH:25][C:24]([CH:27]([CH2:29][N:2]([CH3:1])[CH2:3][C:4]2[CH:5]=[CH:6][C:7]([C:10]3[CH:15]=[CH:14][CH:13]=[CH:12][C:11]=3[C:16]([F:17])([F:18])[F:19])=[CH:8][CH:9]=2)[OH:28])=[CH:23][CH:22]=1. Given the reactants [CH3:1][NH:2][CH2:3][C:4]1[CH:9]=[CH:8][C:7]([C:10]2[CH:15]=[CH:14][CH:13]=[CH:12][C:11]=2[C:16]([F:19])([F:18])[F:17])=[CH:6][CH:5]=1.[Cl:20][C:21]1[CH:26]=[CH:25][C:24]([CH:27]2[CH2:29][O:28]2)=[CH:23][CH:22]=1, predict the reaction product. (3) Given the reactants [Cl:1][C:2]1[CH:3]=[CH:4][CH:5]=[C:6]2[C:10]=1[C:9](=[O:11])[N:8]([C:12]1[CH:13]=[C:14]([CH:32]=[CH:33][CH:34]=1)[C:15]([NH:17][CH2:18][CH2:19]C1CCN(C3C=CN=CC=3)CC1)=[O:16])[CH2:7]2.Cl[C:36]1[CH:37]=[CH:38][CH:39]=[C:40]2[C:44]=1C(=O)[N:42]([C:46]1[CH:47]=[C:48]([CH:52]=[CH:53]C=1)C(O)=O)[CH2:41]2.N1(CC2C=CC(CCN)=CC=2)CCCCC1, predict the reaction product. The product is: [Cl:1][C:2]1[CH:3]=[CH:4][CH:5]=[C:6]2[C:10]=1[C:9](=[O:11])[N:8]([C:12]1[CH:13]=[C:14]([CH:32]=[CH:33][CH:34]=1)[C:15]([NH:17][CH2:18][CH2:19][C:37]1[CH:36]=[CH:44][C:40]([CH2:41][N:42]3[CH2:46][CH2:47][CH2:48][CH2:52][CH2:53]3)=[CH:39][CH:38]=1)=[O:16])[CH2:7]2. (4) Given the reactants [C:1]([C:3]1[C:4]([N:16]2[CH2:21][CH2:20][CH:19]([C:22](O)=[O:23])[CH2:18][CH2:17]2)=[N:5][C:6]([O:14][CH3:15])=[C:7]([C:9]([O:11][CH2:12][CH3:13])=[O:10])[CH:8]=1)#[N:2].[F:25][C:26]([F:39])([F:38])[C:27]1[CH:32]=[CH:31][C:30]([CH2:33][S:34]([NH2:37])(=[O:36])=[O:35])=[CH:29][CH:28]=1, predict the reaction product. The product is: [CH2:12]([O:11][C:9](=[O:10])[C:7]1[CH:8]=[C:3]([C:1]#[N:2])[C:4]([N:16]2[CH2:17][CH2:18][CH:19]([C:22](=[O:23])[NH:37][S:34]([CH2:33][C:30]3[CH:29]=[CH:28][C:27]([C:26]([F:25])([F:39])[F:38])=[CH:32][CH:31]=3)(=[O:35])=[O:36])[CH2:20][CH2:21]2)=[N:5][C:6]=1[O:14][CH3:15])[CH3:13].